From a dataset of NCI-60 drug combinations with 297,098 pairs across 59 cell lines. Regression. Given two drug SMILES strings and cell line genomic features, predict the synergy score measuring deviation from expected non-interaction effect. (1) Drug 1: CN(CC1=CN=C2C(=N1)C(=NC(=N2)N)N)C3=CC=C(C=C3)C(=O)NC(CCC(=O)O)C(=O)O. Drug 2: CC(C)CN1C=NC2=C1C3=CC=CC=C3N=C2N. Cell line: SF-295. Synergy scores: CSS=23.1, Synergy_ZIP=-1.01, Synergy_Bliss=-3.23, Synergy_Loewe=-7.30, Synergy_HSA=-2.75. (2) Drug 1: CNC(=O)C1=NC=CC(=C1)OC2=CC=C(C=C2)NC(=O)NC3=CC(=C(C=C3)Cl)C(F)(F)F. Drug 2: CC12CCC3C(C1CCC2OP(=O)(O)O)CCC4=C3C=CC(=C4)OC(=O)N(CCCl)CCCl.[Na+]. Cell line: HT29. Synergy scores: CSS=14.0, Synergy_ZIP=10.7, Synergy_Bliss=17.3, Synergy_Loewe=18.4, Synergy_HSA=16.1. (3) Drug 1: CCC1=CC2CC(C3=C(CN(C2)C1)C4=CC=CC=C4N3)(C5=C(C=C6C(=C5)C78CCN9C7C(C=CC9)(C(C(C8N6C)(C(=O)OC)O)OC(=O)C)CC)OC)C(=O)OC.C(C(C(=O)O)O)(C(=O)O)O. Drug 2: CC1=C2C(C(=O)C3(C(CC4C(C3C(C(C2(C)C)(CC1OC(=O)C(C(C5=CC=CC=C5)NC(=O)OC(C)(C)C)O)O)OC(=O)C6=CC=CC=C6)(CO4)OC(=O)C)O)C)O. Cell line: K-562. Synergy scores: CSS=72.7, Synergy_ZIP=-2.92, Synergy_Bliss=-2.39, Synergy_Loewe=-4.87, Synergy_HSA=-1.52. (4) Drug 1: CC1=C(C(CCC1)(C)C)C=CC(=CC=CC(=CC(=O)O)C)C. Drug 2: CC1=C2C(C(=O)C3(C(CC4C(C3C(C(C2(C)C)(CC1OC(=O)C(C(C5=CC=CC=C5)NC(=O)C6=CC=CC=C6)O)O)OC(=O)C7=CC=CC=C7)(CO4)OC(=O)C)O)C)OC(=O)C. Cell line: NCI-H226. Synergy scores: CSS=20.2, Synergy_ZIP=4.52, Synergy_Bliss=10.2, Synergy_Loewe=2.86, Synergy_HSA=9.20. (5) Drug 1: CNC(=O)C1=CC=CC=C1SC2=CC3=C(C=C2)C(=NN3)C=CC4=CC=CC=N4. Drug 2: C1CN(P(=O)(OC1)NCCCl)CCCl. Cell line: HCC-2998. Synergy scores: CSS=9.77, Synergy_ZIP=4.87, Synergy_Bliss=4.35, Synergy_Loewe=-3.77, Synergy_HSA=2.44.